From a dataset of Catalyst prediction with 721,799 reactions and 888 catalyst types from USPTO. Predict which catalyst facilitates the given reaction. (1) Reactant: [F:1][C:2]([F:24])([F:23])[C:3]1[CH:4]=[C:5]([C:13]2[N:17]=[CH:16][N:15](/[CH:18]=[CH:19]\[C:20](O)=[O:21])[N:14]=2)[CH:6]=[C:7]([C:9]([F:12])([F:11])[F:10])[CH:8]=1.[CH:25]12[CH:30]([NH:31][C:32](=[O:48])[O:33][CH2:34][CH:35]3[C:47]4[CH:46]=[CH:45][CH:44]=[CH:43][C:42]=4[C:41]4[C:36]3=[CH:37][CH:38]=[CH:39][CH:40]=4)[CH:29]1[CH2:28][NH:27][CH2:26]2.C(P1(=O)OP(CCC)(=O)OP(CCC)(=O)O1)CC.CCN(C(C)C)C(C)C. Product: [F:24][C:2]([F:1])([F:23])[C:3]1[CH:4]=[C:5]([C:13]2[N:17]=[CH:16][N:15](/[CH:18]=[CH:19]\[C:20]([N:27]3[CH2:26][CH:25]4[CH:29]([CH:30]4[NH:31][C:32](=[O:48])[O:33][CH2:34][CH:35]4[C:36]5[CH:37]=[CH:38][CH:39]=[CH:40][C:41]=5[C:42]5[C:47]4=[CH:46][CH:45]=[CH:44][CH:43]=5)[CH2:28]3)=[O:21])[N:14]=2)[CH:6]=[C:7]([C:9]([F:10])([F:11])[F:12])[CH:8]=1. The catalyst class is: 2. (2) The catalyst class is: 4. Reactant: [C:1]([O:5]C([N:8]1[CH2:13][C@@H:12]2[CH2:14][C@H:9]1[CH2:10][N:11]2[C:15]1[N:16]=[N:17][C:18]([C:21]#[C:22][C:23]2[CH:28]=[CH:27][CH:26]=[CH:25][CH:24]=2)=[CH:19][CH:20]=1)=O)(C)(C)[CH3:2].F[C:30](F)(F)[C:31]([OH:33])=[O:32].[OH-:36].[Na+]. Product: [NH3:8].[C:31]([OH:33])(=[O:32])/[CH:30]=[CH:2]/[C:1]([OH:5])=[O:36].[C:23]1([C:22]#[C:21][C:18]2[N:17]=[N:16][C:15]([N:11]3[CH2:10][C@@H:9]4[CH2:14][C@H:12]3[CH2:13][NH:8]4)=[CH:20][CH:19]=2)[CH:28]=[CH:27][CH:26]=[CH:25][CH:24]=1.